Dataset: Full USPTO retrosynthesis dataset with 1.9M reactions from patents (1976-2016). Task: Predict the reactants needed to synthesize the given product. (1) Given the product [Cl:1][C:2]1[N:3]=[N:4][C:5]([Cl:11])=[CH:6][C:7]=1[C:8]([Cl:14])=[O:9], predict the reactants needed to synthesize it. The reactants are: [Cl:1][C:2]1[N:3]=[N:4][C:5]([Cl:11])=[CH:6][C:7]=1[C:8](O)=[O:9].O=S(Cl)[Cl:14]. (2) The reactants are: Br[C:2]1[C:10]2[C:5](=[CH:6][C:7]([F:14])=[C:8]([N+:11]([O-:13])=[O:12])[CH:9]=2)[N:4]([C:15]([C:28]2[CH:33]=[CH:32][CH:31]=[CH:30][CH:29]=2)([C:22]2[CH:27]=[CH:26][CH:25]=[CH:24][CH:23]=2)[C:16]2[CH:21]=[CH:20][CH:19]=[CH:18][CH:17]=2)[N:3]=1.[F:34][C:35]1[CH:42]=[CH:41][C:38]([CH:39]=[CH2:40])=[CH:37][CH:36]=1.C(P(C(C)(C)C)C1C=CC=CC=1C1C=CC=CC=1)(C)(C)C.C(N(CC)CC)C. Given the product [F:14][C:7]1[CH:6]=[C:5]2[C:10]([C:2](/[CH:40]=[CH:39]/[C:38]3[CH:41]=[CH:42][C:35]([F:34])=[CH:36][CH:37]=3)=[N:3][N:4]2[C:15]([C:28]2[CH:33]=[CH:32][CH:31]=[CH:30][CH:29]=2)([C:16]2[CH:21]=[CH:20][CH:19]=[CH:18][CH:17]=2)[C:22]2[CH:27]=[CH:26][CH:25]=[CH:24][CH:23]=2)=[CH:9][C:8]=1[N+:11]([O-:13])=[O:12], predict the reactants needed to synthesize it. (3) Given the product [F:10][C:9]([F:12])([F:11])[CH:8]([N:13]1[CH2:17][CH2:16][C@H:15]([NH:18][C:19](=[O:25])[O:20][C:21]([CH3:24])([CH3:23])[CH3:22])[CH2:14]1)[C:5]1[CH:6]=[N:7][C:2]([NH:26][NH2:27])=[CH:3][CH:4]=1, predict the reactants needed to synthesize it. The reactants are: Cl[C:2]1[N:7]=[CH:6][C:5]([CH:8]([N:13]2[CH2:17][CH2:16][C@H:15]([NH:18][C:19](=[O:25])[O:20][C:21]([CH3:24])([CH3:23])[CH3:22])[CH2:14]2)[C:9]([F:12])([F:11])[F:10])=[CH:4][CH:3]=1.[NH2:26][NH2:27].O.C(OCC)(=O)C.